From a dataset of Reaction yield outcomes from USPTO patents with 853,638 reactions. Predict the reaction yield, written as a fraction of the theoretical maximum amount of product (1.0 means a 100% yield; for example, 0.34 means a 34% yield). (1) The yield is 1.00. The reactants are [CH3:1][Si:2]([CH3:7])([CH3:6])[C:3]#[C:4][CH3:5].[Li]CCCC.CCCCCC.Cl[CH2:20][C:21]1[N:22]=[C:23]2[C:28]([CH3:29])=[CH:27][CH:26]=[CH:25][N:24]2[CH:30]=1. The catalyst is C1COCC1. The product is [CH3:29][C:28]1[C:23]2[N:24]([CH:30]=[C:21]([CH2:20][CH2:5][C:4]#[C:3][Si:2]([CH3:7])([CH3:6])[CH3:1])[N:22]=2)[CH:25]=[CH:26][CH:27]=1. (2) The reactants are [C:1]([O:5][C:6]([N:8]1[CH2:11][CH:10]([O:12][C:13]2[CH:18]=[C:17]([Cl:19])[CH:16]=[CH:15][C:14]=2[OH:20])[CH2:9]1)=[O:7])([CH3:4])([CH3:3])[CH3:2].[H-].[Na+].[Cl:23][C:24]1[CH:25]=[C:26]([CH2:30][CH2:31]OS(C)(=O)=O)[CH:27]=[CH:28][CH:29]=1. The catalyst is CN(C=O)C.O. The product is [C:1]([O:5][C:6]([N:8]1[CH2:9][CH:10]([O:12][C:13]2[CH:18]=[C:17]([Cl:19])[CH:16]=[CH:15][C:14]=2[O:20][CH2:31][CH2:30][C:26]2[CH:27]=[CH:28][CH:29]=[C:24]([Cl:23])[CH:25]=2)[CH2:11]1)=[O:7])([CH3:4])([CH3:2])[CH3:3]. The yield is 0.540.